From a dataset of Full USPTO retrosynthesis dataset with 1.9M reactions from patents (1976-2016). Predict the reactants needed to synthesize the given product. (1) The reactants are: Br[CH:2]1[CH2:5][CH2:4][CH2:3]1.[Br:6][C:7]1[CH:8]=[C:9]([CH:12]=[CH:13][C:14]=1[OH:15])[C:10]#[N:11].C([O-])([O-])=O.[K+].[K+]. Given the product [Br:6][C:7]1[CH:8]=[C:9]([CH:12]=[CH:13][C:14]=1[O:15][CH:2]1[CH2:5][CH2:4][CH2:3]1)[C:10]#[N:11], predict the reactants needed to synthesize it. (2) Given the product [F:1][C:2]1[CH:3]=[C:4]2[C:8](=[C:9]([F:11])[C:10]=1[I:39])[N:7]([Si:12]([CH:16]([CH3:18])[CH3:17])([CH:19]([CH3:21])[CH3:20])[CH:13]([CH3:14])[CH3:15])[CH:6]=[CH:5]2, predict the reactants needed to synthesize it. The reactants are: [F:1][C:2]1[CH:3]=[C:4]2[C:8](=[C:9]([F:11])[CH:10]=1)[N:7]([Si:12]([CH:19]([CH3:21])[CH3:20])([CH:16]([CH3:18])[CH3:17])[CH:13]([CH3:15])[CH3:14])[CH:6]=[CH:5]2.CN(C)CCN(C)CCN(C)C.C([Li])(CC)C.[I:39]I. (3) Given the product [N:1]1[NH:2][C:3]2[CH:4]=[CH:5][CH:6]=[C:7]3[CH2:13][CH2:12][C:11]4=[C:14]([C:18]([OH:21])=[O:19])[CH:15]=[CH:16][CH:17]=[C:10]4[C:9]=1[C:8]=23, predict the reactants needed to synthesize it. The reactants are: [N:1]1[NH:2][C:3]2[CH:4]=[CH:5][CH:6]=[C:7]3[CH2:13][CH2:12][C:11]4=[C:14]([CH:18]=[O:19])[CH:15]=[CH:16][CH:17]=[C:10]4[C:9]=1[C:8]=23.P([O-])(O)(O)=[O:21].[Na+].Cl[O-].[Na+].Cl. (4) Given the product [N:16]12[CH2:21][CH2:20][CH:19]([CH2:18][CH2:17]1)[CH:14]([O:13][C:6]1[C:7]3[O:11][CH:10]=[CH:9][C:8]=3[CH:12]=[C:4]([NH2:1])[CH:5]=1)[CH2:15]2, predict the reactants needed to synthesize it. The reactants are: [N+:1]([C:4]1[CH:5]=[C:6]([O:13][CH:14]2[CH:19]3[CH2:20][CH2:21][N:16]([CH2:17][CH2:18]3)[CH2:15]2)[C:7]2[O:11][CH:10]=[CH:9][C:8]=2[CH:12]=1)([O-])=O.C1COCC1.NN. (5) The reactants are: [N:1]12[CH2:10][CH:5]3[CH2:6][CH:7]([CH2:9][CH:3]([C@@H:4]3[NH2:11])[CH2:2]1)[CH2:8]2.[OH:12][C:13]1[CH:14]=[C:15]([CH:19]=[CH:20][CH:21]=1)[C:16](O)=[O:17].N. Given the product [N:1]12[CH2:10][CH:5]3[CH2:6][CH:7]([CH2:9][CH:3]([C@@H:4]3[NH:11][C:16](=[O:17])[C:15]3[CH:19]=[CH:20][CH:21]=[C:13]([OH:12])[CH:14]=3)[CH2:2]1)[CH2:8]2, predict the reactants needed to synthesize it. (6) Given the product [Cl:1][C:2]1[C:3]([O:21][CH3:22])=[C:4]2[N:10]=[C:9]([C:11]3[CH:16]=[CH:15][C:14]([O:17][CH2:18][CH2:19][N:23]4[CH2:28][CH2:27][O:26][CH2:25][CH2:24]4)=[CH:13][CH:12]=3)[NH:8][C:5]2=[N:6][CH:7]=1, predict the reactants needed to synthesize it. The reactants are: [Cl:1][C:2]1[C:3]([O:21][CH3:22])=[C:4]2[N:10]=[C:9]([C:11]3[CH:16]=[CH:15][C:14]([O:17][CH2:18][CH2:19]Cl)=[CH:13][CH:12]=3)[NH:8][C:5]2=[N:6][CH:7]=1.[NH:23]1[CH2:28][CH2:27][O:26][CH2:25][CH2:24]1.CCN(C(C)C)C(C)C. (7) Given the product [Br:11][C:12]1[CH:13]=[C:14]([S:18]([NH:8][C:5]2[C:4]([O:9][CH3:10])=[CH:3][C:2]([Cl:1])=[CH:7][N:6]=2)(=[O:20])=[O:19])[CH:15]=[N:16][CH:17]=1, predict the reactants needed to synthesize it. The reactants are: [Cl:1][C:2]1[CH:3]=[C:4]([O:9][CH3:10])[C:5]([NH2:8])=[N:6][CH:7]=1.[Br:11][C:12]1[CH:13]=[C:14]([S:18](Cl)(=[O:20])=[O:19])[CH:15]=[N:16][CH:17]=1. (8) Given the product [CH3:1][S:2]([O-:5])(=[O:4])=[O:3].[CH3:9][C:8]([CH3:11])([CH3:10])[CH2:7][CH2:6][P+:18]([C:19]1[CH:20]=[CH:21][CH:22]=[CH:23][CH:24]=1)([C:25]1[CH:30]=[CH:29][CH:28]=[CH:27][CH:26]=1)[C:12]1[CH:13]=[CH:14][CH:15]=[CH:16][CH:17]=1, predict the reactants needed to synthesize it. The reactants are: [CH3:1][S:2]([O:5][CH2:6][CH2:7][C:8]([CH3:11])([CH3:10])[CH3:9])(=[O:4])=[O:3].[C:12]1([P:18]([C:25]2[CH:30]=[CH:29][CH:28]=[CH:27][CH:26]=2)[C:19]2[CH:24]=[CH:23][CH:22]=[CH:21][CH:20]=2)[CH:17]=[CH:16][CH:15]=[CH:14][CH:13]=1. (9) The reactants are: [NH2:1][C:2]1[CH:7]=[CH:6][N:5]([CH:8]2[CH2:12][O:11][CH:10]([CH2:13][OH:14])[O:9]2)[C:4](=[O:15])[N:3]=1.[C:16]1([CH2:22][CH2:23][CH2:24][CH2:25][CH2:26][CH2:27][CH2:28][C:29](O)=[O:30])[CH:21]=[CH:20][CH:19]=[CH:18][CH:17]=1.CCN=C=NCCCN(C)C.C([O-])(O)=O.[Na+]. Given the product [OH:14][CH2:13][CH:10]1[O:9][CH:8]([N:5]2[CH:6]=[CH:7][C:2]([NH:1][C:29](=[O:30])[CH2:28][CH2:27][CH2:26][CH2:25][CH2:24][CH2:23][CH2:22][C:16]3[CH:17]=[CH:18][CH:19]=[CH:20][CH:21]=3)=[N:3][C:4]2=[O:15])[CH2:12][O:11]1, predict the reactants needed to synthesize it.